The task is: Predict the reactants needed to synthesize the given product.. This data is from Full USPTO retrosynthesis dataset with 1.9M reactions from patents (1976-2016). (1) Given the product [CH:1]1[C:10]2[C:5](=[CH:6][CH:7]=[CH:8][CH:9]=2)[CH:4]=[CH:3][C:2]=1[C:11]1[C:23]2[C:22](=[O:37])[C:21]3[C:16](=[CH:17][CH:18]=[CH:19][CH:20]=3)[C:15]=2[C:14]([C:24]#[N:25])=[C:13]([N:26]2[CH2:31][CH2:30][CH2:29][CH2:28][CH2:27]2)[CH:12]=1, predict the reactants needed to synthesize it. The reactants are: [CH:1]1[C:10]2[C:5](=[CH:6][CH:7]=[CH:8][CH:9]=2)[CH:4]=[CH:3][C:2]=1[C:11]1[C:23]2[CH2:22][C:21]3[C:16](=[CH:17][CH:18]=[CH:19][CH:20]=3)[C:15]=2[C:14]([C:24]#[N:25])=[C:13]([N:26]2[CH2:31][CH2:30][CH2:29][CH2:28][CH2:27]2)[CH:12]=1.[H-].[Na+].C1C[O:37]CC1. (2) The reactants are: [N+:1]([O-:4])([O-])=[O:2].[K+].[F:13][C:12]([F:15])([F:14])[C:11](O[C:11](=[O:16])[C:12]([F:15])([F:14])[F:13])=[O:16].[CH3:19][O:20][C:21]1[CH:22]=[C:23]([C:27]2([NH2:31])[CH2:30][CH2:29][CH2:28]2)[CH:24]=[CH:25][CH:26]=1.C([O-])([O-])=O.[Na+].[Na+]. Given the product [F:15][C:12]([F:13])([F:14])[C:11]([NH:31][C:27]1([C:23]2[CH:24]=[CH:25][C:26]([N+:1]([O-:4])=[O:2])=[C:21]([O:20][CH3:19])[CH:22]=2)[CH2:30][CH2:29][CH2:28]1)=[O:16], predict the reactants needed to synthesize it. (3) The reactants are: [O:1]1[C:5]2[CH:6]=[CH:7][C:8]([C:10]3[O:14][C:13]([SH:15])=[N:12][N:11]=3)=[CH:9][C:4]=2[CH:3]=[CH:2]1.[F:16][C:17]1[CH:18]=[C:19]([CH:22]=[CH:23][CH:24]=1)[CH2:20]Cl. Given the product [O:1]1[C:5]2[CH:6]=[CH:7][C:8]([C:10]3[O:14][C:13]([S:15][CH2:20][C:19]4[CH:22]=[CH:23][CH:24]=[C:17]([F:16])[CH:18]=4)=[N:12][N:11]=3)=[CH:9][C:4]=2[CH:3]=[CH:2]1, predict the reactants needed to synthesize it. (4) Given the product [CH3:1][C:2]1[CH:3]=[C:4]([C:19]2[CH:20]=[CH:21][C:16]([C:14](=[O:15])[CH3:13])=[CH:17][CH:18]=2)[CH:5]=[CH:6][CH:7]=1, predict the reactants needed to synthesize it. The reactants are: [CH3:1][C:2]1[CH:3]=[C:4](B(O)O)[CH:5]=[CH:6][CH:7]=1.[F-].[Cs+].[CH3:13][C:14]([C:16]1[CH:21]=[CH:20][C:19](Cl)=[CH:18][CH:17]=1)=[O:15]. (5) Given the product [F:32][C:29]1[CH:30]=[CH:31][C:25]2[N:24]=[C:23]([C:18]3[C:17]4[C:16]5[C:11](=[CH:12][CH:13]=[CH:14][CH:15]=5)[N:10]([C:8]5[CH:7]=[CH:6][C:3]([C:4]([NH2:5])=[O:34])=[C:2]([NH:39][CH:40]6[CH2:45][CH2:44][O:43][CH2:42][CH2:41]6)[CH:9]=5)[C:22]=4[CH:21]=[CH:20][CH:19]=3)[NH:27][C:26]=2[CH:28]=1, predict the reactants needed to synthesize it. The reactants are: F[C:2]1[CH:9]=[C:8]([N:10]2[C:22]3[CH:21]=[CH:20][CH:19]=[C:18]([C:23]4[NH:27][C:26]5[CH:28]=[C:29]([F:32])[CH:30]=[CH:31][C:25]=5[N:24]=4)[C:17]=3[C:16]3[C:11]2=[CH:12][CH:13]=[CH:14][CH:15]=3)[CH:7]=[CH:6][C:3]=1[C:4]#[N:5].C(=O)([O-])[O-:34].[K+].[K+].[NH2:39][CH:40]1[CH2:45][CH2:44][O:43][CH2:42][CH2:41]1.[OH-].[Na+].OO. (6) Given the product [Cl:30][C:31]1[CH:32]=[CH:33][C:34]2[CH:38]=[C:37]([C:39]([NH:14][C@@H:13]([C:15]([N:17]3[CH2:18][CH2:19][N:20]([CH:23]4[CH2:24][CH2:25][N:26]([CH3:29])[CH2:27][CH2:28]4)[CH2:21][CH2:22]3)=[O:16])[CH2:12][CH:9]3[CH2:10][CH2:11][N:6]([CH3:5])[CH2:7][CH2:8]3)=[O:40])[S:36][C:35]=2[CH:42]=1, predict the reactants needed to synthesize it. The reactants are: Cl.Cl.Cl.Cl.[CH3:5][N:6]1[CH2:11][CH2:10][CH:9]([CH2:12][C@H:13]([C:15]([N:17]2[CH2:22][CH2:21][N:20]([CH:23]3[CH2:28][CH2:27][N:26]([CH3:29])[CH2:25][CH2:24]3)[CH2:19][CH2:18]2)=[O:16])[NH2:14])[CH2:8][CH2:7]1.[Cl:30][C:31]1[CH:32]=[CH:33][C:34]2[CH:38]=[C:37]([C:39](O)=[O:40])[S:36][C:35]=2[CH:42]=1.